Dataset: Microsomal clearance measurements from AstraZeneca. Task: Regression/Classification. Given a drug SMILES string, predict its absorption, distribution, metabolism, or excretion properties. Task type varies by dataset: regression for continuous measurements (e.g., permeability, clearance, half-life) or binary classification for categorical outcomes (e.g., BBB penetration, CYP inhibition). For this dataset (clearance_microsome_az), we predict log10(clearance) (log10 of the in vitro intrinsic clearance, CLint, in uL/min per mg of human liver microsomal protein, equivalently mL/min/g; values are censored to the assay range of 3 to 150, which is 0.477 to 2.18 on this log10 scale). (1) The molecule is COCCNc1nc(N)c2nc(O)n(Cc3ccccc3)c2n1. The log10(clearance) is 0.740. (2) The drug is C[C@H]1CN(Cc2cc(Cl)ccc2CCC(=O)O)CCN1C(=O)Cc1ccccc1. The log10(clearance) is 0.480. (3) The molecule is O=C1COc2c(CCNCCN(C(=O)CCNCCc3ccc(Cl)c(Cl)c3)C3CCCCC3)ccc(O)c2N1. The log10(clearance) is 1.58. (4) The molecule is C[C@@](C(=O)O[C@H]1C[N+]2(CCCc3ccc4ncsc4c3)CCC1CC2)(c1ccccc1)N1CCCCC1. The log10(clearance) is 1.58. (5) The drug is N=C(N)c1cc2c(I)cccc2s1. The log10(clearance) is 0.600. (6) The compound is O=C(NC[C@@H](O)CN1CCC(Oc2ccc(Cl)c(Cl)c2)CC1)c1c[nH]c(=O)c2c(F)cccc12. The log10(clearance) is 0.780. (7) The molecule is C[C@@H](C(=O)NCCN1CCCC1)c1ccc(OS(=O)(=O)C(F)(F)F)cc1. The log10(clearance) is 0.480. (8) The molecule is CC(C)(C)c1csc(N2CCN(C(=O)[C@@H]3CCCC[C@H]3C(=O)NC3(C#N)CC3)CC2)n1. The log10(clearance) is 2.18. (9) The compound is COCCNCc1ccc(Nc2ncc3cc(-c4ccncc4)ccc3n2)cc1. The log10(clearance) is 1.63.